The task is: Predict the product of the given reaction.. This data is from Forward reaction prediction with 1.9M reactions from USPTO patents (1976-2016). (1) Given the reactants [F:1][C:2]([F:8])([F:7])[S:3]([O-:6])(=[O:5])=[O:4].[F:9][C:10]([F:14])([F:13])[CH2:11]O, predict the reaction product. The product is: [F:1][C:2]([F:8])([F:7])[S:3]([O:6][CH2:11][C:10]([F:14])([F:13])[F:9])(=[O:5])=[O:4]. (2) Given the reactants [CH3:1][N:2]1[C:10]2[C:5](=[CH:6][CH:7]=[CH:8][CH:9]=2)[CH2:4][C:3]1=[O:11].Br[CH2:13][CH2:14][CH2:15]Br.[H-].[Na+].[Cl-].[NH4+], predict the reaction product. The product is: [CH3:1][N:2]1[C:10]2[C:5](=[CH:6][CH:7]=[CH:8][CH:9]=2)[C:4]2([CH2:15][CH2:14][CH2:13]2)[C:3]1=[O:11].